Dataset: Reaction yield outcomes from USPTO patents with 853,638 reactions. Task: Predict the reaction yield, written as a fraction of the theoretical maximum amount of product (1.0 means a 100% yield; for example, 0.34 means a 34% yield). (1) The reactants are [CH3:1][N:2]1[C:10]2[CH:9]=[C:8]3[O:11][CH2:12][CH2:13][O:14][C:7]3=[CH:6][C:5]=2[C:4](=O)[C:3]1=[O:16].O.NN. The catalyst is O1CCOCC1.C(OCC)(=O)C. The product is [CH3:1][N:2]1[C:10]2[CH:9]=[C:8]3[O:11][CH2:12][CH2:13][O:14][C:7]3=[CH:6][C:5]=2[CH2:4][C:3]1=[O:16]. The yield is 0.870. (2) The reactants are [C:1]([C:5]1[C:6]([N+:19]([O-])=O)=[CH:7][C:8]([N+]([O-])=O)=[C:9](/[CH:11]=[CH:12]/[N:13](C)C)[CH:10]=1)([CH3:4])([CH3:3])[CH3:2].O.O.[Sn](Cl)Cl. The catalyst is C(O)C. The product is [C:1]([C:5]1[CH:10]=[C:9]2[C:8](=[CH:7][C:6]=1[NH2:19])[NH:13][CH:12]=[CH:11]2)([CH3:2])([CH3:3])[CH3:4]. The yield is 0.120. (3) The reactants are [CH3:1][S:2][C:3]1[CH:8]=[CH:7][N:6]=[C:5]([C:9]2[CH:10]=[N:11][C:12]([N:15]3[C:23]4[C:18](=[CH:19][CH:20]=[C:21]([C:24]([N:26]5[CH2:31][CH2:30][O:29][CH2:28][CH2:27]5)=[O:25])[CH:22]=4)[C:17]4([CH2:33][CH2:32]4)[CH2:16]3)=[N:13][CH:14]=2)[CH:4]=1.C1C=C(Cl)C=C(C(OO)=[O:42])C=1. The catalyst is C1COCC1. The product is [CH3:1][S:2]([C:3]1[CH:8]=[CH:7][N:6]=[C:5]([C:9]2[CH:14]=[N:13][C:12]([N:15]3[C:23]4[C:18](=[CH:19][CH:20]=[C:21]([C:24]([N:26]5[CH2:27][CH2:28][O:29][CH2:30][CH2:31]5)=[O:25])[CH:22]=4)[C:17]4([CH2:33][CH2:32]4)[CH2:16]3)=[N:11][CH:10]=2)[CH:4]=1)=[O:42]. The yield is 0.433. (4) The reactants are [O:1]1[C:5]2=[CH:6][N:7]=[CH:8][CH:9]=[C:4]2[CH:3]=[C:2]1[C:10]([OH:12])=O.[O:13]1[CH2:18][CH2:17][CH:16]([S:19]([C:22]2[CH:23]=[CH:24][C:25]([CH2:28][NH2:29])=[N:26][CH:27]=2)(=[O:21])=[O:20])[CH2:15][CH2:14]1.CCN=C=NCCCN(C)C.C(N(CC)CC)C.C1C=CC2N(O)N=NC=2C=1. The catalyst is CN(C=O)C.O. The product is [O:13]1[CH2:18][CH2:17][CH:16]([S:19]([C:22]2[CH:23]=[CH:24][C:25]([CH2:28][NH:29][C:10]([C:2]3[O:1][C:5]4=[CH:6][N:7]=[CH:8][CH:9]=[C:4]4[CH:3]=3)=[O:12])=[N:26][CH:27]=2)(=[O:21])=[O:20])[CH2:15][CH2:14]1. The yield is 0.0400. (5) The reactants are [O:1]1[C:5]2([CH2:10][CH2:9][NH:8][CH2:7][CH2:6]2)[O:4][CH2:3][CH2:2]1.[Br:11][C:12]1[CH:13]=[C:14]([CH:17]=[CH:18][C:19]=1F)[CH:15]=[O:16].C(=O)([O-])[O-].[K+].[K+]. The catalyst is CN1CCCN(C)C1=O.C(#N)C. The product is [Br:11][C:12]1[CH:13]=[C:14]([CH:17]=[CH:18][C:19]=1[N:8]1[CH2:9][CH2:10][C:5]2([O:4][CH2:3][CH2:2][O:1]2)[CH2:6][CH2:7]1)[CH:15]=[O:16]. The yield is 0.960. (6) The reactants are [CH3:1][S:2]([OH:5])(=[O:4])=[O:3].CC(O)C.[C:10](/[C:12](/[C:35]1[CH:40]=[CH:39][C:38]([O:41][CH3:42])=[C:37]([O:43][CH3:44])[CH:36]=1)=[CH:13]\[C:14]1[S:18][C:17]([N:19]2[CH2:24][CH2:23][CH:22]([O:25][C:26](=[O:34])[CH2:27][N:28]3[CH2:33][CH2:32][CH2:31][CH2:30][CH2:29]3)[CH2:21][CH2:20]2)=[CH:16][CH:15]=1)#[N:11]. The catalyst is CO. The product is [CH3:1][S:2]([OH:5])(=[O:4])=[O:3].[C:10](/[C:12](/[C:35]1[CH:40]=[CH:39][C:38]([O:41][CH3:42])=[C:37]([O:43][CH3:44])[CH:36]=1)=[CH:13]\[C:14]1[S:18][C:17]([N:19]2[CH2:20][CH2:21][CH:22]([O:25][C:26](=[O:34])[CH2:27][N:28]3[CH2:33][CH2:32][CH2:31][CH2:30][CH2:29]3)[CH2:23][CH2:24]2)=[CH:16][CH:15]=1)#[N:11]. The yield is 0.950. (7) The reactants are [N+:1]([C:4]1[CH:5]=[N:6][CH:7]=[CH:8][C:9]=1[C:10]1([C:13]([O:15][CH3:16])=[O:14])[CH2:12][CH2:11]1)([O-])=O. The catalyst is C(O)C.[Pd]. The product is [NH2:1][C:4]1[CH:5]=[N:6][CH:7]=[CH:8][C:9]=1[C:10]1([C:13]([O:15][CH3:16])=[O:14])[CH2:12][CH2:11]1. The yield is 0.960.